Task: Predict the product of the given reaction.. Dataset: Forward reaction prediction with 1.9M reactions from USPTO patents (1976-2016) (1) Given the reactants [CH:1](=[C:8]1[C:16]2[C:15]([N:17]3[CH2:22][CH2:21][CH:20]([C:23]4[N:24]([CH2:39][CH2:40][N:41]([CH3:43])[CH3:42])[CH:25]=[C:26]([C:28]5[CH:33]=[CH:32][C:31]([F:34])=[C:30]([C:35]([F:38])([F:37])[F:36])[CH:29]=5)[N:27]=4)[CH2:19][CH2:18]3)=[N:14][CH:13]=[N:12][C:11]=2[NH:10][C:9]1=[O:44])[C:2]1[CH:7]=[CH:6][CH:5]=[CH:4][CH:3]=1, predict the reaction product. The product is: [CH2:1]([CH:8]1[C:16]2[C:15]([N:17]3[CH2:18][CH2:19][CH:20]([C:23]4[N:24]([CH2:39][CH2:40][N:41]([CH3:43])[CH3:42])[CH:25]=[C:26]([C:28]5[CH:33]=[CH:32][C:31]([F:34])=[C:30]([C:35]([F:36])([F:38])[F:37])[CH:29]=5)[N:27]=4)[CH2:21][CH2:22]3)=[N:14][CH:13]=[N:12][C:11]=2[NH:10][C:9]1=[O:44])[C:2]1[CH:7]=[CH:6][CH:5]=[CH:4][CH:3]=1. (2) Given the reactants F[C:2]1[CH:3]=[C:4]([CH:7]=[CH:8][CH:9]=1)[C:5]#[N:6].[OH:10][C:11]1[CH:19]=[CH:18][C:14]2[O:15][CH2:16][O:17][C:13]=2[CH:12]=1.C(=O)([O-])[O-].[Cs+].[Cs+].Cl, predict the reaction product. The product is: [O:15]1[C:14]2[CH:18]=[CH:19][C:11]([O:10][C:2]3[CH:3]=[C:4]([CH:7]=[CH:8][CH:9]=3)[C:5]#[N:6])=[CH:12][C:13]=2[O:17][CH2:16]1.